This data is from Full USPTO retrosynthesis dataset with 1.9M reactions from patents (1976-2016). The task is: Predict the reactants needed to synthesize the given product. (1) Given the product [CH3:1][O:2][C:3]([C:5]1[C:10]([S:11][CH:13]([CH3:15])[CH3:14])=[N:9][CH:8]=[CH:7][N:6]=1)=[O:4], predict the reactants needed to synthesize it. The reactants are: [CH3:1][O:2][C:3]([C:5]1[C:10]([SH:11])=[N:9][CH:8]=[CH:7][N:6]=1)=[O:4].I[CH:13]([CH3:15])[CH3:14]. (2) Given the product [CH2:10]([N:13]([CH2:4][C:3]1[CH:6]=[CH:7][CH:8]=[CH:9][C:2]=1[OH:1])[CH2:14][CH:15]=[CH2:16])[CH:11]=[CH2:12], predict the reactants needed to synthesize it. The reactants are: [OH:1][C:2]1[CH:9]=[CH:8][CH:7]=[CH:6][C:3]=1[CH:4]=O.[CH2:10]([NH:13][CH2:14][CH:15]=[CH2:16])[CH:11]=[CH2:12].CO.[BH4-].[Na+]. (3) Given the product [C:35]1([C:21]2([CH:22]=[CH:4][CH:3]=[CH:2][CH2:23]2)[CH2:24][N:25]2[C:28]3[C:30](=[CH:29][CH:34]=[N:26][CH:27]=3)[CH2:31][CH2:32]2)[CH:40]=[CH:39][CH:38]=[CH:37][CH:36]=1, predict the reactants needed to synthesize it. The reactants are: [SnH](CCCC)(CCCC)[CH2:2][CH2:3][CH2:4]C.[CH3:22][C:21](N=N[C:21]([C:24]#[N:25])([CH3:23])[CH3:22])([C:24]#[N:25])[CH3:23].[NH:26]1[C:34]2[C:29](=[CH:30][CH:31]=[CH:32]C=2)[CH2:28][CH2:27]1.[CH:35]1[CH:40]=[CH:39][CH:38]=[CH:37][CH:36]=1. (4) Given the product [CH:26]1([CH2:25][NH:24][C:22]([C:17]2[C:16]([NH:15][C:12]([C:5]3[C:6]4[C:11](=[CH:10][CH:9]=[CH:8][CH:7]=4)[C:2]([CH3:1])=[CH:3][CH:4]=3)=[O:13])=[CH:21][CH:20]=[CH:19][N:18]=2)=[O:23])[CH2:31][CH2:30][CH2:29][CH2:28][CH2:27]1, predict the reactants needed to synthesize it. The reactants are: [CH3:1][C:2]1[C:11]2[C:6](=[CH:7][CH:8]=[CH:9][CH:10]=2)[C:5]([C:12](Cl)=[O:13])=[CH:4][CH:3]=1.[NH2:15][C:16]1[C:17]([C:22]([NH:24][CH2:25][CH:26]2[CH2:31][CH2:30][CH2:29][CH2:28][CH2:27]2)=[O:23])=[N:18][CH:19]=[CH:20][CH:21]=1. (5) Given the product [F:1][C:2]1[CH:7]=[CH:6][CH:5]=[C:4]([F:8])[C:3]=1[N:9]1[C:14]2[N:15]=[C:16]([N:45]([CH2:44][CH2:43][CH2:42][N:41]([CH2:40][CH2:39][CH2:38][N:37]([CH3:36])[CH3:48])[CH3:47])[CH3:46])[N:17]=[C:18]([C:19]3[CH:20]=[C:21]([CH:28]=[CH:29][C:30]=3[CH3:31])[C:22]([NH:24][CH:25]([CH3:27])[CH3:26])=[O:23])[C:13]=2[CH2:12][NH:11][C:10]1=[O:35], predict the reactants needed to synthesize it. The reactants are: [F:1][C:2]1[CH:7]=[CH:6][CH:5]=[C:4]([F:8])[C:3]=1[N:9]1[C:14]2[N:15]=[C:16](S(C)=O)[N:17]=[C:18]([C:19]3[CH:20]=[C:21]([CH:28]=[CH:29][C:30]=3[CH3:31])[C:22]([NH:24][CH:25]([CH3:27])[CH3:26])=[O:23])[C:13]=2[CH2:12][NH:11][C:10]1=[O:35].[CH3:36][N:37]([CH3:48])[CH2:38][CH2:39][CH2:40][N:41]([CH3:47])[CH2:42][CH2:43][CH2:44][NH:45][CH3:46].C(N(CC)CC)C. (6) Given the product [F:22][C:16]1[CH:17]=[C:18]([F:21])[CH:19]=[CH:20][C:15]=1[N:14]1[CH2:13][C:12]2[C:8]3=[C:9]([C:23](=[O:27])[N:24]([CH3:26])[CH:25]=[C:7]3[C:6]3[CH:28]=[C:2]([NH:1][S:31]([CH2:29][CH3:30])(=[O:33])=[O:32])[CH:3]=[N:4][C:5]1=3)[NH:10][CH:11]=2, predict the reactants needed to synthesize it. The reactants are: [NH2:1][C:2]1[CH:3]=[N:4][C:5]2[N:14]([C:15]3[CH:20]=[CH:19][C:18]([F:21])=[CH:17][C:16]=3[F:22])[CH2:13][C:12]3[C:8]4=[C:9]([C:23](=[O:27])[N:24]([CH3:26])[CH:25]=[C:7]4[C:6]=2[CH:28]=1)[NH:10][CH:11]=3.[CH2:29]([S:31](Cl)(=[O:33])=[O:32])[CH3:30].C(N(CC)CC)C.C(O)(C(F)(F)F)=O. (7) Given the product [O:23]=[C:14]1[N:13]([C:10]2[CH:9]=[CH:8][C:7]([C:1]34[CH2:6][CH:5]3[CH2:4][N:3]([CH2:30][C:26]3[CH:25]=[N:24][CH:29]=[CH:28][CH:27]=3)[CH2:2]4)=[CH:12][CH:11]=2)[CH2:17][C@H:16]([CH2:18][NH:19][C:20](=[O:22])[CH3:21])[O:15]1, predict the reactants needed to synthesize it. The reactants are: [C:1]12([C:7]3[CH:12]=[CH:11][C:10]([N:13]4[CH2:17][C@H:16]([CH2:18][NH:19][C:20](=[O:22])[CH3:21])[O:15][C:14]4=[O:23])=[CH:9][CH:8]=3)[CH2:6][CH:5]1[CH2:4][NH:3][CH2:2]2.[N:24]1[CH:29]=[CH:28][CH:27]=[C:26]([CH:30]=O)[CH:25]=1.C(N(CC)CC)C.C(O[BH-](OC(=O)C)OC(=O)C)(=O)C.[Na+].